From a dataset of Peptide-MHC class I binding affinity with 185,985 pairs from IEDB/IMGT. Regression. Given a peptide amino acid sequence and an MHC pseudo amino acid sequence, predict their binding affinity value. This is MHC class I binding data. (1) The peptide sequence is KTHSFTLGF. The MHC is HLA-A26:01 with pseudo-sequence HLA-A26:01. The binding affinity (normalized) is 0.0847. (2) The peptide sequence is SMELPSFGV. The MHC is HLA-A02:16 with pseudo-sequence HLA-A02:16. The binding affinity (normalized) is 0.770.